From a dataset of Full USPTO retrosynthesis dataset with 1.9M reactions from patents (1976-2016). Predict the reactants needed to synthesize the given product. (1) Given the product [Cl:2][C:3]1[CH:4]=[CH:5][CH:6]=[C:7]([NH:12][CH3:13])[C:8]=1[C:9]([OH:11])=[O:10], predict the reactants needed to synthesize it. The reactants are: [Na].[Cl:2][C:3]1[CH:4]=[CH:5][CH:6]=[C:7]([NH2:12])[C:8]=1[C:9]([OH:11])=[O:10].[CH2:13]=O.[BH4-].[Na+].[OH-].[K+].Cl. (2) Given the product [F:9][C:8]([F:11])([F:10])[C:6]1[CH:5]=[N:4][CH:3]=[C:2]([CH:7]=1)[C:23]([OH:25])=[O:24], predict the reactants needed to synthesize it. The reactants are: Br[C:2]1[CH:3]=[N:4][CH:5]=[C:6]([C:8]([F:11])([F:10])[F:9])[CH:7]=1.C([Li])CCC.C([Mg]Cl)CCC.[C:23](=[O:25])=[O:24].[OH-].[Na+]. (3) Given the product [Cl:28][C:22]1[CH:23]=[C:24]([Cl:27])[CH:25]=[CH:26][C:21]=1[N:14]1[C:13]2[N:12]=[C:11]([CH2:29][CH3:30])[NH:10][C:18]=2[C:17](=[O:19])[N:16]([CH3:20])[CH2:15]1, predict the reactants needed to synthesize it. The reactants are: C(OC[N:10]1[C:18]2[C:17](=[O:19])[N:16]([CH3:20])[CH2:15][N:14]([C:21]3[CH:26]=[CH:25][C:24]([Cl:27])=[CH:23][C:22]=3[Cl:28])[C:13]=2[N:12]=[C:11]1[CH2:29][CH3:30])C1C=CC=CC=1.FC(F)(F)C(O)=O.